Task: Predict the product of the given reaction.. Dataset: Forward reaction prediction with 1.9M reactions from USPTO patents (1976-2016) (1) The product is: [C:1]([N:4]1[C:12]2[C:7](=[CH:8][CH:9]=[C:10]([O:13][CH3:14])[CH:11]=2)[C:6]([CH2:35][C:36]([O:38][CH3:39])=[O:37])=[CH:5]1)(=[O:3])[CH3:2]. Given the reactants [C:1]([N:4]1[C:12]2[C:7](=[CH:8][CH:9]=[C:10]([O:13][CH3:14])[CH:11]=2)[C:6](=O)[CH2:5]1)(=[O:3])[CH3:2].C1(P(=[CH:35][C:36]([O:38][CH3:39])=[O:37])(C2C=CC=CC=2)C2C=CC=CC=2)C=CC=CC=1, predict the reaction product. (2) Given the reactants [CH2:1]([C:3]1[O:7][C:6]2[CH:8]=[CH:9][CH:10]=[CH:11][C:5]=2[CH:4]=1)[CH3:2].[Cl:12][S:13](O)(=[O:15])=[O:14].P(Cl)(Cl)(Cl)(Cl)Cl, predict the reaction product. The product is: [CH2:1]([C:3]1[O:7][C:6]2[CH:8]=[CH:9][CH:10]=[CH:11][C:5]=2[C:4]=1[S:13]([Cl:12])(=[O:15])=[O:14])[CH3:2].